Dataset: Catalyst prediction with 721,799 reactions and 888 catalyst types from USPTO. Task: Predict which catalyst facilitates the given reaction. (1) Reactant: [CH3:1][O:2][CH:3]([O:21][CH3:22])[C:4]1[CH:5]=[C:6]([CH:15]=[CH:16][C:17]=1[N+:18]([O-:20])=[O:19])[O:7][C:8]1[CH:9]=[C:10]([NH2:14])[CH:11]=[CH:12][CH:13]=1.[C:23]1([S:29](Cl)(=[O:31])=[O:30])[CH:28]=[CH:27][CH:26]=[CH:25][CH:24]=1. Product: [CH3:22][O:21][CH:3]([O:2][CH3:1])[C:4]1[CH:5]=[C:6]([CH:15]=[CH:16][C:17]=1[N+:18]([O-:20])=[O:19])[O:7][C:8]1[CH:9]=[C:10]([NH:14][S:29]([C:23]2[CH:28]=[CH:27][CH:26]=[CH:25][CH:24]=2)(=[O:31])=[O:30])[CH:11]=[CH:12][CH:13]=1. The catalyst class is: 1. (2) Reactant: [F:1][C:2]1[CH:7]=[C:6]([F:8])[CH:5]=[CH:4][C:3]=1[OH:9].[Br:10][C:11]1[CH:16]=[C:15]([N+:17]([O-:19])=[O:18])[CH:14]=[C:13](F)[CH:12]=1.C([O-])([O-])=O.[K+].[K+]. Product: [Br:10][C:11]1[CH:12]=[C:13]([CH:14]=[C:15]([N+:17]([O-:19])=[O:18])[CH:16]=1)[O:9][C:3]1[CH:4]=[CH:5][C:6]([F:8])=[CH:7][C:2]=1[F:1]. The catalyst class is: 18. (3) Reactant: [C:1]([N:4]1[CH2:9][CH2:8][N:7]([C:10]([O:12][C:13]([CH3:16])([CH3:15])[CH3:14])=[O:11])[CH2:6][C@H:5]1[C:17](OC)=[O:18])(=[O:3])[CH3:2].[BH4-].[Li+]. Product: [C:1]([N:4]1[CH2:9][CH2:8][N:7]([C:10]([O:12][C:13]([CH3:15])([CH3:14])[CH3:16])=[O:11])[CH2:6][C@H:5]1[CH2:17][OH:18])(=[O:3])[CH3:2]. The catalyst class is: 5. (4) Reactant: C(O)(=O)C1C=CC=[N:4]C=1.[NH2:10][C@H:11]([C:17]([OH:19])=[O:18])[CH2:12][CH2:13][C:14](O)=[O:15].[Cl-].[Cr+3:21].[Cl-].[Cl-]. Product: [NH:10]([Cr:21])[C@H:11]([C:17]([OH:19])=[O:18])[CH2:12][CH2:13][C:14](=[O:15])[NH2:4]. The catalyst class is: 6. (5) Reactant: [CH3:1][C:2]([CH3:11])([CH3:10])[C:3](=O)[CH2:4][C:5]([O:7]C)=O.C(N(CC)CC)C.Cl.[CH3:20][CH:21]([NH:23][NH2:24])[CH3:22]. Product: [C:2]([C:3]1[CH2:4][C:5](=[O:7])[N:23]([CH:21]([CH3:22])[CH3:20])[N:24]=1)([CH3:1])([CH3:11])[CH3:10]. The catalyst class is: 511. (6) Reactant: C(OC([NH:21][C@@H:17]([CH2:16][S:15][S:15][CH2:16][C@H:17]([NH:21]C(OC(C)(C)C)=O)[C:18]([OH:20])=[O:19])[C:18]([OH:20])=[O:19])=O)(C)(C)C.Cl.C(CCP(CCC(O)=O)CCC(O)=O)(O)=O.[OH-].[K+].Cl.[F:49][CH:50]([F:60])[O:51][C:52]1[CH:59]=[CH:58][CH:57]=[CH:56][C:53]=1[CH2:54]Br. Product: [NH2:21][C@@H:17]([CH2:16][S:15][CH2:54][C:53]1[CH:56]=[CH:57][CH:58]=[CH:59][C:52]=1[O:51][CH:50]([F:49])[F:60])[C:18]([OH:20])=[O:19]. The catalyst class is: 18. (7) Reactant: [CH3:1][O:2][C:3]1[CH:4]=[C:5]2[C:10](=[CH:11][C:12]=1[O:13][CH3:14])[C:9]([CH3:15])=[N:8][C:7]([OH:16])=[C:6]2[CH2:17][C:18]1[CH:27]=[CH:26][C:25]2[C:20](=[CH:21][CH:22]=[CH:23][CH:24]=2)[CH:19]=1.[Li+].[CH3:29][Si]([N-][Si](C)(C)C)(C)C.S(OC)(OC)(=O)=O. Product: [CH3:29][O:16][C:7]1[N:8]=[C:9]([CH3:15])[C:10]2[C:5]([C:6]=1[CH2:17][C:18]1[CH:27]=[CH:26][C:25]3[C:20](=[CH:21][CH:22]=[CH:23][CH:24]=3)[CH:19]=1)=[CH:4][C:3]([O:2][CH3:1])=[C:12]([O:13][CH3:14])[CH:11]=2. The catalyst class is: 3. (8) Reactant: O[CH2:2][CH:3]1C(CO)CC(C)=CC1.Cl[C:13]1C=CC=C(C(OO)=O)[CH:14]=1.[OH:23][CH2:24][CH:25]1[CH:30]([CH2:31][OH:32])[CH2:29][C:28]2([O:34][CH:27]2[CH2:26]1)[CH3:33].C(=O)([O-])[O-].[Na+].[Na+].C(O)(=O)CC.C(OC=C)(=O)C. Product: [CH:2]([O:23][CH2:24][CH:25]1[CH:30]([CH2:31][O:32][CH:13]=[CH2:14])[CH2:29][C:28]2([O:34][CH:27]2[CH2:26]1)[CH3:33])=[CH2:3]. The catalyst class is: 11. (9) Reactant: Cl[C:2]1[CH:7]=[C:6]([C:8]2[C:9]([NH2:14])=[N:10][CH:11]=[CH:12][CH:13]=2)[C:5]([Cl:15])=[CH:4][N:3]=1.[CH3:16][S-:17].[Na+]. Product: [Cl:15][C:5]1[C:6]([C:8]2[C:9]([NH2:14])=[N:10][CH:11]=[CH:12][CH:13]=2)=[CH:7][C:2]([S:17][CH3:16])=[N:3][CH:4]=1. The catalyst class is: 3. (10) Reactant: [OH:1][C@H:2]1[C@@H:6]([OH:7])[CH2:5][NH:4][CH2:3]1.[Cl:8][C:9]1[CH:10]=[C:11]2[CH:17]=[C:16]([C:18]([NH:20][C@@H:21]([CH2:27][C:28]3[CH:33]=[CH:32][CH:31]=[CH:30][CH:29]=3)[C@H:22]([OH:26])[C:23](O)=[O:24])=[O:19])[NH:15][C:12]2=[CH:13][N:14]=1.C1C=CC2N(O)N=NC=2C=1.CCN(C(C)C)C(C)C.CCN=C=NCCCN(C)C. Product: [CH2:27]([C@H:21]([NH:20][C:18]([C:16]1[NH:15][C:12]2=[CH:13][N:14]=[C:9]([Cl:8])[CH:10]=[C:11]2[CH:17]=1)=[O:19])[C@H:22]([OH:26])[C:23]([N:4]1[CH2:5][CH:6]([OH:7])[CH:2]([OH:1])[CH2:3]1)=[O:24])[C:28]1[CH:33]=[CH:32][CH:31]=[CH:30][CH:29]=1. The catalyst class is: 163.